From a dataset of Forward reaction prediction with 1.9M reactions from USPTO patents (1976-2016). Predict the product of the given reaction. (1) Given the reactants [CH3:1][O:2][C:3]1[CH:12]=[C:11]([O:13][C@H:14]2[C@@H:19]3[O:20]C(=O)[O:22][C@@H:18]3[C@@H:17]([O:24][CH3:25])[C:16]([CH3:27])([CH3:26])[O:15]2)[C:10]([CH3:28])=[C:9]2[C:4]=1[CH:5]=[C:6]([NH:30][C:31](=O)[O:32]CC1C=CC=CC=1)[C:7](=[O:29])[O:8]2.CCN=C=NCCCN(C)C.[NH:52]1[C:60]2[C:55](=[CH:56][CH:57]=[CH:58][CH:59]=2)[CH:54]=[C:53]1C(O)=O.C(=O)([O-])[O-], predict the reaction product. The product is: [OH:20][C@@H:19]1[C@H:18]([OH:22])[C@@H:17]([O:24][CH3:25])[C:16]([CH3:26])([CH3:27])[O:15][C@H:14]1[O:13][C:11]1[C:10]([CH3:28])=[C:9]2[C:4]([CH:5]=[C:6]([NH:30][C:31]([C:53]3[NH:52][C:60]4[C:55]([CH:54]=3)=[CH:56][CH:57]=[CH:58][CH:59]=4)=[O:32])[C:7](=[O:29])[O:8]2)=[C:3]([O:2][CH3:1])[CH:12]=1. (2) Given the reactants [C:1]1([PH:7]([C:12]2[CH:17]=[CH:16][CH:15]=[CH:14][CH:13]=2)([O-:11])OCC)[CH:6]=[CH:5][CH:4]=[CH:3][CH:2]=1.[F:18][C:19]([F:23])([F:22])[CH2:20]I, predict the reaction product. The product is: [F:18][C:19]([F:23])([F:22])[CH2:20][P:7](=[O:11])([C:1]1[CH:2]=[CH:3][CH:4]=[CH:5][CH:6]=1)[C:12]1[CH:13]=[CH:14][CH:15]=[CH:16][CH:17]=1. (3) Given the reactants [F:1][C:2]1[CH:7]=[CH:6][C:5]([C:8]2[N:12]=[N:11][N:10]([CH3:13])[C:9]=2[C:14]#[C:15][C:16]2[CH:24]=[CH:23][C:19]([C:20]([OH:22])=O)=[CH:18][N:17]=2)=[CH:4][CH:3]=1.[NH2:25][CH:26]1[CH2:31][CH2:30][O:29][CH2:28][CH2:27]1, predict the reaction product. The product is: [F:1][C:2]1[CH:3]=[CH:4][C:5]([C:8]2[N:12]=[N:11][N:10]([CH3:13])[C:9]=2[C:14]#[C:15][C:16]2[CH:24]=[CH:23][C:19]([C:20]([NH:25][CH:26]3[CH2:31][CH2:30][O:29][CH2:28][CH2:27]3)=[O:22])=[CH:18][N:17]=2)=[CH:6][CH:7]=1.